Dataset: Reaction yield outcomes from USPTO patents with 853,638 reactions. Task: Predict the reaction yield, written as a fraction of the theoretical maximum amount of product (1.0 means a 100% yield; for example, 0.34 means a 34% yield). (1) The reactants are [CH:1]([C:4]1[CH:9]=[CH:8][CH:7]=[C:6]([CH:10]([CH3:12])[CH3:11])[C:5]=1[N:13]=[C:14]([C:16]1[CH:21]=[CH:20][CH:19]=[C:18]([C:22](=[N:24][C:25]2[C:30]([CH:31]([CH3:33])[CH3:32])=[CH:29][CH:28]=[CH:27][C:26]=2[CH:34]([CH3:36])[CH3:35])[CH3:23])[N:17]=1)[CH3:15])([CH3:3])[CH3:2].[Cl-:37].[Cr+2:38].[Cl-]. The catalyst is C1COCC1. The product is [CH:1]([C:4]1[CH:9]=[CH:8][CH:7]=[C:6]([CH:10]([CH3:11])[CH3:12])[C:5]=1[N:13]=[C:14]([C:16]1[CH:21]=[CH:20][CH:19]=[C:18]([C:22](=[N:24][C:25]2[C:26]([CH:34]([CH3:36])[CH3:35])=[CH:27][CH:28]=[CH:29][C:30]=2[CH:31]([CH3:33])[CH3:32])[CH3:23])[N:17]=1)[CH3:15])([CH3:3])[CH3:2].[Cl-:37].[Cr+2:38].[Cl-:37]. The yield is 0.990. (2) The reactants are [CH3:1][C:2]1([CH3:23])[O:6][C@@H:5]2[C@@H:7]([CH2:20][NH:21][CH3:22])[O:8][C@@H:9]([N:10]3[CH:18]=[N:17][C:16]4[C:11]3=[N:12][CH:13]=[N:14][C:15]=4[NH2:19])[C@@H:4]2[O:3]1.[C:24]([C:28]1[CH:33]=[CH:32][C:31]([NH:34][C:35]([NH:37][C@H:38]([CH2:40][CH:41]=O)[CH3:39])=[O:36])=[CH:30][CH:29]=1)([CH3:27])([CH3:26])[CH3:25].[BH-](OC(C)=O)(OC(C)=O)OC(C)=O.[Na+].C([O-])(O)=O.[Na+]. The catalyst is ClCCCl. The product is [NH2:19][C:15]1[N:14]=[CH:13][N:12]=[C:11]2[C:16]=1[N:17]=[CH:18][N:10]2[C@H:9]1[C@H:4]2[C@H:5]([O:6][C:2]([CH3:1])([CH3:23])[O:3]2)[C@@H:7]([CH2:20][N:21]([CH3:22])[CH2:41][CH2:40][C@@H:38]([NH:37][C:35]([NH:34][C:31]2[CH:30]=[CH:29][C:28]([C:24]([CH3:25])([CH3:26])[CH3:27])=[CH:33][CH:32]=2)=[O:36])[CH3:39])[O:8]1. The yield is 0.150. (3) The reactants are [OH-].[Na+].[CH2:3]([NH:10][CH2:11][CH2:12][OH:13])[C:4]1[CH:9]=[CH:8][CH:7]=[CH:6][CH:5]=1.Cl[CH2:15][C:16](Cl)=[O:17].Cl.[Cl:20][CH2:21]Cl. The catalyst is O. The product is [CH2:3]([N:10]([CH2:11][CH2:12][OH:13])[C:16](=[O:17])[CH2:15][CH2:21][Cl:20])[C:4]1[CH:9]=[CH:8][CH:7]=[CH:6][CH:5]=1. The yield is 0.820. (4) The reactants are [CH3:1][C:2]1([OH:12])[CH2:11][CH2:10][C:5]2(OCC[O:6]2)[CH2:4][CH2:3]1.CC(C)=O.C1(C)C=CC(S([O-])(=O)=O)=CC=1.[NH+]1C=CC=CC=1. The catalyst is O. The product is [OH:12][C:2]1([CH3:1])[CH2:11][CH2:10][C:5](=[O:6])[CH2:4][CH2:3]1. The yield is 0.860. (5) The reactants are CC1C=C(N2CCN(CCOC3C=CC=CC=3)C2=O)SC=1C(O)=O.[F:25][C:26]1[CH:47]=[CH:46][C:29]([CH2:30][N:31]2[CH2:35][CH2:34][N:33]([C:36]3[S:40][C:39]([C:41](O)=[O:42])=[C:38]([CH3:44])[CH:37]=3)[C:32]2=[O:45])=[CH:28][CH:27]=1.[F:48][C:49]([F:59])([F:58])[C:50]1[N:55]=[CH:54][C:53]([CH2:56][NH2:57])=[CH:52][CH:51]=1. No catalyst specified. The product is [F:25][C:26]1[CH:27]=[CH:28][C:29]([CH2:30][N:31]2[CH2:35][CH2:34][N:33]([C:36]3[S:40][C:39]([C:41]([NH:57][CH2:56][C:53]4[CH:54]=[N:55][C:50]([C:49]([F:59])([F:48])[F:58])=[CH:51][CH:52]=4)=[O:42])=[C:38]([CH3:44])[CH:37]=3)[C:32]2=[O:45])=[CH:46][CH:47]=1. The yield is 0.630. (6) The reactants are [Si:1]([O:8][CH2:9][CH2:10][O:11][NH:12][C:13](=[O:33])[C:14]1[CH:19]=[C:18]([CH:20]=O)[C:17]([F:22])=[C:16]([F:23])[C:15]=1[NH:24][C:25]1[CH:30]=[CH:29][C:28]([I:31])=[CH:27][C:26]=1[F:32])([C:4]([CH3:7])([CH3:6])[CH3:5])([CH3:3])[CH3:2].Cl.[NH2:35][OH:36].C(=O)(O)[O-].[Na+].O. The catalyst is C(O)C. The product is [Si:1]([O:8][CH2:9][CH2:10][O:11][NH:12][C:13](=[O:33])[C:14]1[CH:19]=[C:18]([CH:20]=[N:35][OH:36])[C:17]([F:22])=[C:16]([F:23])[C:15]=1[NH:24][C:25]1[CH:30]=[CH:29][C:28]([I:31])=[CH:27][C:26]=1[F:32])([C:4]([CH3:6])([CH3:5])[CH3:7])([CH3:2])[CH3:3]. The yield is 0.460. (7) The reactants are [NH2:1][C:2]1[CH:7]=[C:6]([Br:8])[CH:5]=[CH:4][C:3]=1[OH:9].[Br:10][CH2:11][CH2:12]Br.C([O-])([O-])=O.[K+].[K+]. The catalyst is CN(C=O)C.O. The product is [Br:8][C:6]1[CH:5]=[CH:4][C:3]([O:9][CH2:12][CH2:11][Br:10])=[C:2]([NH2:1])[CH:7]=1. The yield is 0.370. (8) The reactants are [CH3:1][C:2]1[N:7]=[C:6]([NH:8][C:9]2[C:14]([CH3:15])=[CH:13][C:12]([CH3:16])=[CH:11][C:10]=2[CH3:17])[C:5]([S:18]([C:21]2[CH:26]=[CH:25][C:24](OS(C(F)(F)F)(=O)=O)=[CH:23][CH:22]=2)(=[O:20])=[O:19])=[CH:4][N:3]=1.[CH3:35]B(O)O.C([O-])([O-])=O.[Na+].[Na+].C1(P(C2C=CC=CC=2)C2C=CC=CC=2)C=CC=CC=1. The catalyst is O.Cl[Pd](Cl)([P](C1C=CC=CC=1)(C1C=CC=CC=1)C1C=CC=CC=1)[P](C1C=CC=CC=1)(C1C=CC=CC=1)C1C=CC=CC=1.COCCOC. The product is [CH3:1][C:2]1[N:7]=[C:6]([NH:8][C:9]2[C:14]([CH3:15])=[CH:13][C:12]([CH3:16])=[CH:11][C:10]=2[CH3:17])[C:5]([S:18]([C:21]2[CH:26]=[CH:25][C:24]([CH3:35])=[CH:23][CH:22]=2)(=[O:20])=[O:19])=[CH:4][N:3]=1. The yield is 0.650.